This data is from Full USPTO retrosynthesis dataset with 1.9M reactions from patents (1976-2016). The task is: Predict the reactants needed to synthesize the given product. Given the product [CH3:6][NH:7][C:8]1[CH:13]=[CH:12][N:11]=[C:10]([CH3:14])[CH:9]=1, predict the reactants needed to synthesize it. The reactants are: C(O[C:6](=O)[NH:7][C:8]1[CH:13]=[CH:12][N:11]=[C:10]([CH3:14])[CH:9]=1)(C)(C)C.[H-].[Al+3].[Li+].[H-].[H-].[H-].